This data is from Reaction yield outcomes from USPTO patents with 853,638 reactions. The task is: Predict the reaction yield, written as a fraction of the theoretical maximum amount of product (1.0 means a 100% yield; for example, 0.34 means a 34% yield). (1) The reactants are O1CCOCC1.[CH3:7][N:8]1[CH2:16][C:15]2[C:10](=[C:11]([N+:26]([O-:28])=[O:27])[CH:12]=[CH:13][C:14]=2B2OC(C)(C)C(C)(C)O2)[C:9]1=[O:29].[CH3:30][C:31]1([C:45]([O:47][CH2:48][CH3:49])=[O:46])[CH2:36][CH2:35][C:34](OS(C(F)(F)F)(=O)=O)=[CH:33][CH2:32]1.C(=O)([O-])[O-].[Cs+].[Cs+]. The catalyst is C1C=CC([P]([Pd]([P](C2C=CC=CC=2)(C2C=CC=CC=2)C2C=CC=CC=2)([P](C2C=CC=CC=2)(C2C=CC=CC=2)C2C=CC=CC=2)[P](C2C=CC=CC=2)(C2C=CC=CC=2)C2C=CC=CC=2)(C2C=CC=CC=2)C2C=CC=CC=2)=CC=1.O. The product is [CH3:30][C:31]1([C:45]([O:47][CH2:48][CH3:49])=[O:46])[CH2:36][CH2:35][C:34]([C:14]2[CH:13]=[CH:12][C:11]([N+:26]([O-:28])=[O:27])=[C:10]3[C:15]=2[CH2:16][N:8]([CH3:7])[C:9]3=[O:29])=[CH:33][CH2:32]1. The yield is 0.770. (2) The reactants are C([O:4][C@@H:5]([CH2:8][C:9]1[CH:14]=[C:13]([Cl:15])[CH:12]=[CH:11][C:10]=1[OH:16])[CH2:6][Br:7])(=O)C.BrC[C@@H](O)CC1C=C(F)C=CC=1O. No catalyst specified. The product is [Br:7][CH2:6][C@@H:5]([OH:4])[CH2:8][C:9]1[CH:14]=[C:13]([Cl:15])[CH:12]=[CH:11][C:10]=1[OH:16]. The yield is 0.790. (3) The reactants are [Cl:1][C:2]1[CH:7]=[CH:6][C:5]([C:8]2[CH:13]=[CH:12][N:11]([CH2:14][CH2:15][C@@:16]([CH3:31])([S:27]([CH3:30])(=[O:29])=[O:28])[C:17]([NH:19][O:20]C3CCCCO3)=[O:18])[C:10](=[O:32])[CH:9]=2)=[C:4]([F:33])[CH:3]=1.Cl. The catalyst is ClCCl.O1CCOCC1.O. The product is [Cl:1][C:2]1[CH:7]=[CH:6][C:5]([C:8]2[CH:13]=[CH:12][N:11]([CH2:14][CH2:15][C@@:16]([CH3:31])([S:27]([CH3:30])(=[O:28])=[O:29])[C:17]([NH:19][OH:20])=[O:18])[C:10](=[O:32])[CH:9]=2)=[C:4]([F:33])[CH:3]=1. The yield is 0.880.